This data is from Full USPTO retrosynthesis dataset with 1.9M reactions from patents (1976-2016). The task is: Predict the reactants needed to synthesize the given product. (1) Given the product [N:29]([CH2:12][C@@H:13]1[O:17][C:16]2[C:18]3[C@@H:19]4[CH2:28][C@H:22]([C:23]=3[C:24]([O:26][CH3:27])=[CH:25][C:15]=2[CH2:14]1)[CH2:21][CH2:20]4)=[N+:30]=[N-:31], predict the reactants needed to synthesize it. The reactants are: CC1C=CC(S(O[CH2:12][C@@H:13]2[O:17][C:16]3[C:18]4[C@@H:19]5[CH2:28][C@H:22]([C:23]=4[C:24]([O:26][CH3:27])=[CH:25][C:15]=3[CH2:14]2)[CH2:21][CH2:20]5)(=O)=O)=CC=1.[N-:29]=[N+:30]=[N-:31].[Na+].N(CC1OC2C3C(C=CC=2C1)=CC=CC=3)=[N+]=[N-]. (2) Given the product [F:1][C:2]1[CH:7]=[CH:6][C:5]([S:8]([N:11]2[C:20]3[C:15](=[CH:16][C:17]([C:21]([OH:30])([C:22]([F:23])([F:24])[F:25])[C:26]([F:29])([F:28])[F:27])=[CH:18][CH:19]=3)[CH2:14][CH2:13][C@H:12]2[CH2:31][C:32]([NH:44][NH:43][C:35](=[O:42])[C:36]2[CH:41]=[CH:40][N:39]=[CH:38][CH:37]=2)=[O:34])(=[O:9])=[O:10])=[CH:4][CH:3]=1, predict the reactants needed to synthesize it. The reactants are: [F:1][C:2]1[CH:7]=[CH:6][C:5]([S:8]([N:11]2[C:20]3[C:15](=[CH:16][C:17]([C:21]([OH:30])([C:26]([F:29])([F:28])[F:27])[C:22]([F:25])([F:24])[F:23])=[CH:18][CH:19]=3)[CH2:14][CH2:13][C@H:12]2[CH2:31][C:32]([OH:34])=O)(=[O:10])=[O:9])=[CH:4][CH:3]=1.[C:35]([NH:43][NH2:44])(=[O:42])[C:36]1[CH:41]=[CH:40][N:39]=[CH:38][CH:37]=1. (3) The reactants are: [CH2:1]([C:3]1[CH:4]=[CH:5][C:6]([CH2:9][CH2:10][OH:11])=[N:7][CH:8]=1)[CH3:2].C(N(CC)CC)C.[CH3:19][S:20](Cl)(=[O:22])=[O:21]. Given the product [CH2:1]([C:3]1[CH:4]=[CH:5][C:6]([CH2:9][CH2:10][O:11][S:20]([CH3:19])(=[O:22])=[O:21])=[N:7][CH:8]=1)[CH3:2], predict the reactants needed to synthesize it. (4) Given the product [NH2:21][C:12]1[C:11]2[NH:10][C:9](=[O:29])[N:8]([CH2:1][C:2]3[CH:7]=[CH:6][CH:5]=[CH:4][CH:3]=3)[C:16]=2[CH:15]=[C:14]([CH2:17][CH2:18][O:19][CH3:20])[N:13]=1, predict the reactants needed to synthesize it. The reactants are: [CH2:1]([N:8]1[C:16]2[CH:15]=[C:14]([CH2:17][CH2:18][O:19][CH3:20])[N:13]=[C:12]([NH:21]CC3C=CC=CC=3)[C:11]=2[NH:10][C:9]1=[O:29])[C:2]1[CH:7]=[CH:6][CH:5]=[CH:4][CH:3]=1.O.C([O-])(O)=O.[Na+].